From a dataset of Full USPTO retrosynthesis dataset with 1.9M reactions from patents (1976-2016). Predict the reactants needed to synthesize the given product. (1) Given the product [CH3:1][O:2][C:3](=[O:13])[C:4]1[C:9]([Cl:10])=[CH:8][CH:7]=[C:6]([C:11](=[O:33])[C:26]2[CH:25]=[CH:24][C:23]([N:21]([C:18]3[CH:17]=[CH:16][C:15]([Cl:14])=[CH:20][CH:19]=3)[CH3:22])=[CH:28][CH:27]=2)[N:5]=1, predict the reactants needed to synthesize it. The reactants are: [CH3:1][O:2][C:3](=[O:13])[C:4]1[C:9]([Cl:10])=[CH:8][CH:7]=[C:6]([C:11]#N)[N:5]=1.[Cl:14][C:15]1[CH:20]=[CH:19][C:18]([N:21]([C:23]2[CH:28]=[CH:27][C:26](B(O)O)=[CH:25][CH:24]=2)[CH3:22])=[CH:17][CH:16]=1.[N+](C)([O-])=[O:33]. (2) Given the product [F:1][C:2]1[C:3]([CH3:10])=[C:4]([CH:5]=[N:41][C:15]([O:14][Si:21]([CH3:23])([CH3:22])[CH3:20])=[CH2:16])[CH:7]=[CH:8][CH:9]=1, predict the reactants needed to synthesize it. The reactants are: [F:1][C:2]1[C:3]([CH3:10])=[C:4]([CH:7]=[CH:8][CH:9]=1)[CH:5]=O.ClC1C=[C:14](C=CC=1)[CH:15]=[O:16].[CH3:20][Si:21](N[Si:21]([CH3:23])([CH3:22])[CH3:20])([CH3:23])[CH3:22].C([Li])CCC.C[Si](Cl)(C)C.C([N:41](CC)CC)C.C(Cl)(=O)C. (3) Given the product [C:2]1([NH:1][S:15]([CH3:14])(=[O:17])=[O:16])[CH:7]=[CH:6][CH:5]=[CH:4][CH:3]=1, predict the reactants needed to synthesize it. The reactants are: [NH2:1][C:2]1[CH:7]=[CH:6][CH:5]=[CH:4][CH:3]=1.N1C=CC=CC=1.[CH3:14][S:15](Cl)(=[O:17])=[O:16].[OH-].[Na+]. (4) The reactants are: [NH2:1][C:2]1[CH:10]=[CH:9][C:5]([C:6]([OH:8])=[O:7])=[CH:4][C:3]=1[Cl:11].[C:12](Cl)(=[O:14])[CH3:13]. Given the product [C:12]([NH:1][C:2]1[CH:10]=[CH:9][C:5]([C:6]([OH:8])=[O:7])=[CH:4][C:3]=1[Cl:11])(=[O:14])[CH3:13], predict the reactants needed to synthesize it. (5) Given the product [CH:14]1([N:4]2[CH2:5][CH2:6][N:1]([C:7]([O:9][C:10]([CH3:13])([CH3:12])[CH3:11])=[O:8])[CH2:2][CH2:3]2)[CH2:17][CH2:16][CH2:15]1, predict the reactants needed to synthesize it. The reactants are: [N:1]1([C:7]([O:9][C:10]([CH3:13])([CH3:12])[CH3:11])=[O:8])[CH2:6][CH2:5][NH:4][CH2:3][CH2:2]1.[C:14]1(=O)[CH2:17][CH2:16][CH2:15]1.C(O[BH-](OC(=O)C)OC(=O)C)(=O)C.[Na+]. (6) Given the product [CH3:1][C:2]([CH3:34])([CH2:12][N:13]1[C:17]2[CH:18]=[CH:19][CH:20]=[CH:21][C:16]=2[N:15]=[C:14]1[CH2:22][N:23]([CH2:35][CH2:36][CH:37]([CH3:39])[CH3:38])[CH:24]1[C:33]2[N:32]=[CH:31][CH:30]=[CH:29][C:28]=2[CH2:27][CH2:26][CH2:25]1)[CH2:3][NH:4][C:5](=[O:11])[O:6][C:7]([CH3:8])([CH3:9])[CH3:10], predict the reactants needed to synthesize it. The reactants are: [CH3:1][C:2]([CH3:34])([CH2:12][N:13]1[C:17]2[CH:18]=[CH:19][CH:20]=[CH:21][C:16]=2[N:15]=[C:14]1[CH2:22][NH:23][CH:24]1[C:33]2[N:32]=[CH:31][CH:30]=[CH:29][C:28]=2[CH2:27][CH2:26][CH2:25]1)[CH2:3][NH:4][C:5](=[O:11])[O:6][C:7]([CH3:10])([CH3:9])[CH3:8].[CH:35](=O)[CH2:36][CH:37]([CH3:39])[CH3:38].C(N(CC1N(CCC#N)C2C=CC=CC=2N=1)C1C2N=CC=CC=2CCC1)C. (7) Given the product [CH2:1]([O:8][C:12]1[CH:19]=[CH:18][C:15]([C:16]#[N:17])=[CH:14][N:13]=1)[C:2]1[CH:7]=[CH:6][CH:5]=[CH:4][CH:3]=1, predict the reactants needed to synthesize it. The reactants are: [CH2:1]([OH:8])[C:2]1[CH:7]=[CH:6][CH:5]=[CH:4][CH:3]=1.[H-].[Na+].Cl[C:12]1[CH:19]=[CH:18][C:15]([C:16]#[N:17])=[CH:14][N:13]=1.[Cl-].[NH4+].